This data is from NCI-60 drug combinations with 297,098 pairs across 59 cell lines. The task is: Regression. Given two drug SMILES strings and cell line genomic features, predict the synergy score measuring deviation from expected non-interaction effect. (1) Drug 1: CS(=O)(=O)CCNCC1=CC=C(O1)C2=CC3=C(C=C2)N=CN=C3NC4=CC(=C(C=C4)OCC5=CC(=CC=C5)F)Cl. Drug 2: CC1=C(C(=O)C2=C(C1=O)N3CC4C(C3(C2COC(=O)N)OC)N4)N. Cell line: SNB-19. Synergy scores: CSS=22.9, Synergy_ZIP=-10.1, Synergy_Bliss=-1.87, Synergy_Loewe=-21.0, Synergy_HSA=-3.22. (2) Drug 1: C1CCN(CC1)CCOC2=CC=C(C=C2)C(=O)C3=C(SC4=C3C=CC(=C4)O)C5=CC=C(C=C5)O. Drug 2: COC1=C2C(=CC3=C1OC=C3)C=CC(=O)O2. Cell line: OVCAR-5. Synergy scores: CSS=2.49, Synergy_ZIP=0.316, Synergy_Bliss=3.21, Synergy_Loewe=1.49, Synergy_HSA=1.06. (3) Drug 1: CC1=C2C(C(=O)C3(C(CC4C(C3C(C(C2(C)C)(CC1OC(=O)C(C(C5=CC=CC=C5)NC(=O)OC(C)(C)C)O)O)OC(=O)C6=CC=CC=C6)(CO4)OC(=O)C)OC)C)OC. Drug 2: CC(C)NC(=O)C1=CC=C(C=C1)CNNC.Cl. Cell line: NCI-H226. Synergy scores: CSS=17.6, Synergy_ZIP=-4.51, Synergy_Bliss=-4.81, Synergy_Loewe=-35.0, Synergy_HSA=-7.37. (4) Drug 1: C1CCC(CC1)NC(=O)N(CCCl)N=O. Drug 2: CC1C(C(CC(O1)OC2CC(CC3=C2C(=C4C(=C3O)C(=O)C5=CC=CC=C5C4=O)O)(C(=O)C)O)N)O. Cell line: HS 578T. Synergy scores: CSS=42.3, Synergy_ZIP=-6.24, Synergy_Bliss=-6.04, Synergy_Loewe=-12.6, Synergy_HSA=-1.71. (5) Drug 1: C1CC(C1)(C(=O)O)C(=O)O.[NH2-].[NH2-].[Pt+2]. Drug 2: CC1C(C(CC(O1)OC2CC(CC3=C2C(=C4C(=C3O)C(=O)C5=CC=CC=C5C4=O)O)(C(=O)C)O)N)O. Cell line: RPMI-8226. Synergy scores: CSS=37.1, Synergy_ZIP=-0.168, Synergy_Bliss=-0.511, Synergy_Loewe=-18.3, Synergy_HSA=0.839.